From a dataset of Catalyst prediction with 721,799 reactions and 888 catalyst types from USPTO. Predict which catalyst facilitates the given reaction. (1) Reactant: [C:1]([O:5][C:6](=[O:21])[NH:7][CH:8]([CH:15]1[CH2:20][CH2:19][CH2:18][CH2:17][CH2:16]1)[C:9](=[O:14])N(OC)C)([CH3:4])([CH3:3])[CH3:2].[H-].[H-].[H-].[H-].[Li+].[Al+3]. Product: [C:1]([O:5][C:6](=[O:21])[NH:7][CH:8]([CH:15]1[CH2:16][CH2:17][CH2:18][CH2:19][CH2:20]1)[CH:9]=[O:14])([CH3:4])([CH3:2])[CH3:3]. The catalyst class is: 1. (2) Reactant: [CH3:1][NH:2][S:3](Cl)(=[O:5])=[O:4].[NH2:7][C:8]1[C:9]([CH:18]([C:20]2[CH:25]=[CH:24][CH:23]=[CH:22][CH:21]=2)O)=[CH:10][CH:11]=[C:12]2[C:17]=1[N:16]=[CH:15][CH:14]=[CH:13]2. Product: [CH3:1][N:2]1[S:3](=[O:5])(=[O:4])[NH:7][C:8]2[C:17]3[C:12](=[CH:13][CH:14]=[CH:15][N:16]=3)[CH:11]=[CH:10][C:9]=2[CH:18]1[C:20]1[CH:25]=[CH:24][CH:23]=[CH:22][CH:21]=1. The catalyst class is: 17. (3) Reactant: COCCN(S(F)(F)[F:11])CCOC.[C:14]([O:18][C:19]([N:21]1[CH2:26][CH2:25][CH:24](O)[CH2:23][CH2:22]1)=[O:20])([CH3:17])([CH3:16])[CH3:15].C(=O)([O-])O.[Na+].C(Cl)(Cl)Cl. Product: [C:14]([O:18][C:19]([N:21]1[CH2:26][CH2:25][CH:24]([F:11])[CH2:23][CH2:22]1)=[O:20])([CH3:17])([CH3:16])[CH3:15]. The catalyst class is: 4.